From a dataset of Full USPTO retrosynthesis dataset with 1.9M reactions from patents (1976-2016). Predict the reactants needed to synthesize the given product. (1) Given the product [CH:1]1([N:6]2[CH2:11][CH2:10][N:9]([C:12]([C:14]3[CH:15]=[C:16]4[C:20](=[CH:21][CH:22]=3)[NH:19][C:18]([C:23]([N:51]3[CH2:52][CH2:53][C:54]([F:56])([F:27])[CH2:55][CH2:50]3)=[O:25])=[CH:17]4)=[O:13])[CH2:8][CH2:7]2)[CH2:2][CH2:3][CH2:4][CH2:5]1, predict the reactants needed to synthesize it. The reactants are: [CH:1]1([N:6]2[CH2:11][CH2:10][N:9]([C:12]([C:14]3[CH:15]=[C:16]4[C:20](=[CH:21][CH:22]=3)[NH:19][C:18]([C:23]([OH:25])=O)=[CH:17]4)=[O:13])[CH2:8][CH2:7]2)[CH2:5][CH2:4][CH2:3][CH2:2]1.Cl.[F:27][B-](F)(F)F.N1(OC(N(C)C)=[N+](C)C)C2C=CC=CC=2N=N1.F[CH:50]1[CH2:55][CH:54]([F:56])[CH2:53][CH2:52][NH:51]1.C(N(CC)C(C)C)(C)C. (2) Given the product [ClH:1].[CH2:23]([N:16]1[C:9]2[C:10](=[N:11][CH:12]=[CH:13][C:8]=2[O:7][CH2:6][C:5]2[CH:19]=[CH:20][C:2]([Cl:1])=[CH:3][CH:4]=2)[C:14]([CH3:18])=[C:15]1[CH3:17])[CH:22]=[CH2:21], predict the reactants needed to synthesize it. The reactants are: [Cl:1][C:2]1[CH:20]=[CH:19][C:5]([CH2:6][O:7][C:8]2[CH:13]=[CH:12][N:11]=[C:10]3[C:14]([CH3:18])=[C:15]([CH3:17])[NH:16][C:9]=23)=[CH:4][CH:3]=1.[CH2:21](Br)[CH:22]=[CH2:23].